From a dataset of Reaction yield outcomes from USPTO patents with 853,638 reactions. Predict the reaction yield, written as a fraction of the theoretical maximum amount of product (1.0 means a 100% yield; for example, 0.34 means a 34% yield). (1) The reactants are [NH2:1][C:2]1[N:11]=[CH:10][C:9]2[CH2:8][CH2:7][C:6]3[N:12]=[C:13](C4C=CC(C5(NC(=O)OC(C)(C)C)CCC5)=CC=4)[C:14]([C:16]4[CH:21]=[CH:20][CH:19]=[CH:18][CH:17]=4)=[CH:15][C:5]=3[C:4]=2[N:3]=1. The catalyst is C(O)(C(F)(F)F)=O. The product is [C:16]1([C:14]2[CH:13]=[N:12][C:6]3[CH2:7][CH2:8][C:9]4[CH:10]=[N:11][C:2]([NH2:1])=[N:3][C:4]=4[C:5]=3[CH:15]=2)[CH:21]=[CH:20][CH:19]=[CH:18][CH:17]=1. The yield is 0.200. (2) The reactants are CN(C(ON1N=NC2C=CC=NC1=2)=[N+](C)C)C.F[P-](F)(F)(F)(F)F.[CH3:25][C:26]1[CH:31]=[CH:30][CH:29]=[C:28]([CH3:32])[C:27]=1[NH:33][C:34]([NH:36][C:37]1[CH:45]=[CH:44][C:43]([CH3:46])=[CH:42][C:38]=1[C:39](O)=[O:40])=[O:35].Cl.[NH2:48][C@@H:49]([CH:54]1[CH2:59][CH2:58][CH2:57][CH2:56][CH2:55]1)[C:50]([O:52][CH3:53])=[O:51].C(N(C(C)C)CC)(C)C. The catalyst is CN(C=O)C.C(OCC)(=O)C.CCCCCC.C(OCC)(=O)C. The product is [CH:54]1([C@H:49]([NH:48][C:39]([C:38]2[CH:42]=[C:43]([CH3:46])[CH:44]=[CH:45][C:37]=2[NH:36][C:34]([NH:33][C:27]2[C:28]([CH3:32])=[CH:29][CH:30]=[CH:31][C:26]=2[CH3:25])=[O:35])=[O:40])[C:50]([O:52][CH3:53])=[O:51])[CH2:59][CH2:58][CH2:57][CH2:56][CH2:55]1. The yield is 0.440. (3) The reactants are [Cl:1][C:2]1[N:3]([CH3:13])[C:4]2[C:9]([C:10]=1C=O)=[CH:8][CH:7]=[CH:6][CH:5]=2.[CH3:14][N:15]1C2C(=CC=CC=2)C(C=O)=[CH:16]1. No catalyst specified. The product is [Cl:1][C:2]1([CH2:14][NH:15][CH3:16])[CH2:10][C:9]2[C:4](=[CH:5][CH:6]=[CH:7][CH:8]=2)[N:3]1[CH3:13]. The yield is 0.900.